Dataset: Full USPTO retrosynthesis dataset with 1.9M reactions from patents (1976-2016). Task: Predict the reactants needed to synthesize the given product. (1) Given the product [N+:1]([C:4]1[CH:5]=[C:6]2[C:11](=[CH:12][CH:13]=1)[N:10]=[C:9]([C:14]1[CH:19]=[CH:18][C:17]3[O:20][CH2:21][CH2:23][O:22][C:16]=3[CH:15]=1)[N:8]=[CH:7]2)([O-:3])=[O:2], predict the reactants needed to synthesize it. The reactants are: [N+:1]([C:4]1[CH:5]=[C:6]2[C:11](=[CH:12][CH:13]=1)[N:10]=[C:9]([C:14]1[CH:19]=[CH:18][C:17]3[O:20][CH2:21][O:22][C:16]=3[CH:15]=1)[N:8]=[CH:7]2)([O-:3])=[O:2].[CH3:23]COC(C)=O. (2) Given the product [C:12]1([C:11]2[C:2]([N:18]3[CH2:23][CH2:22][CH:21]([OH:24])[CH2:20][CH2:19]3)=[N:3][C:4]3[C:9]([N:10]=2)=[CH:8][CH:7]=[CH:6][CH:5]=3)[CH:17]=[CH:16][CH:15]=[CH:14][CH:13]=1, predict the reactants needed to synthesize it. The reactants are: Cl[C:2]1[C:11]([C:12]2[CH:17]=[CH:16][CH:15]=[CH:14][CH:13]=2)=[N:10][C:9]2[C:4](=[CH:5][CH:6]=[CH:7][CH:8]=2)[N:3]=1.[NH:18]1[CH2:23][CH2:22][CH:21]([OH:24])[CH2:20][CH2:19]1.C(N(C(C)C)C(C)C)C. (3) Given the product [F:1][C:2]1[CH:11]=[C:10]2[C:5]([CH:6]=[CH:7][CH:8]=[C:9]2[O:12][CH2:13][CH2:14][N:15]2[CH2:16][CH2:17][N:34]3[C:38](=[O:41])[C:22]([C:23]4[O:24][C:25]([CH3:26])=[N:44][CH:32]=4)=[CH:21][CH:20]=[C:35]3[C:36]2=[O:37])=[CH:4][CH:3]=1, predict the reactants needed to synthesize it. The reactants are: [F:1][C:2]1[CH:11]=[C:10]2[C:5]([CH:6]=[CH:7][CH:8]=[C:9]2[O:12][CH2:13][CH2:14][NH:15][CH2:16][CH2:17]O)=[CH:4][CH:3]=1.Cl[CH2:20][CH2:21][O:22][C:23]1[C:32]2C(=CC=C(F)C=2)[CH:26]=[CH:25][CH:24]=1.[NH2:34][CH2:35][CH2:36][OH:37].[C:38](=[O:41])(O)[O-].[Na+].C[N:44](C)C=O. (4) Given the product [CH3:30][O:29][C:22]1[CH:23]=[C:24]([O:27][CH3:28])[CH:25]=[CH:26][C:21]=1[C:20]1[N:16]([NH2:15])[C:17]([S:31][CH2:2][C:3]([C:5]2[CH:14]=[CH:13][C:8]3[NH:9][C:10](=[O:12])[O:11][C:7]=3[CH:6]=2)=[O:4])=[N:18][N:19]=1, predict the reactants needed to synthesize it. The reactants are: Cl[CH2:2][C:3]([C:5]1[CH:14]=[CH:13][C:8]2[NH:9][C:10](=[O:12])[O:11][C:7]=2[CH:6]=1)=[O:4].[NH2:15][N:16]1[C:20]([C:21]2[CH:26]=[CH:25][C:24]([O:27][CH3:28])=[CH:23][C:22]=2[O:29][CH3:30])=[N:19][N:18]=[C:17]1[SH:31]. (5) Given the product [CH3:23][C:20]1[S:19][C:18]([C:11]2[CH:12]=[CH:13][C:8]([O:1][C:2]3[CH:7]=[CH:6][CH:5]=[CH:4][CH:3]=3)=[CH:9][CH:10]=2)=[N:22][CH:21]=1, predict the reactants needed to synthesize it. The reactants are: [O:1]([C:8]1[CH:13]=[CH:12][C:11](B(O)O)=[CH:10][CH:9]=1)[C:2]1[CH:7]=[CH:6][CH:5]=[CH:4][CH:3]=1.Br[C:18]1[S:19][C:20]([CH3:23])=[CH:21][N:22]=1.C([O-])([O-])=O.[Na+].[Na+]. (6) Given the product [C:1]1([CH2:7][C@H:8]([NH:27][CH2:29][C:30]([NH2:32])=[O:31])[CH2:9][NH:10][C:11]2[C:12]3[CH:26]=[CH:25][N:24]=[CH:23][C:13]=3[N:14]=[C:15]([C:17]3[CH:22]=[CH:21][N:20]=[CH:19][CH:18]=3)[N:16]=2)[CH:6]=[CH:5][CH:4]=[CH:3][CH:2]=1, predict the reactants needed to synthesize it. The reactants are: [C:1]1([CH2:7][C@H:8]([NH2:27])[CH2:9][NH:10][C:11]2[C:12]3[CH:26]=[CH:25][N:24]=[CH:23][C:13]=3[N:14]=[C:15]([C:17]3[CH:22]=[CH:21][N:20]=[CH:19][CH:18]=3)[N:16]=2)[CH:6]=[CH:5][CH:4]=[CH:3][CH:2]=1.Br[CH2:29][C:30]([NH2:32])=[O:31].C(=O)([O-])[O-].[K+].[K+]. (7) Given the product [N:6]1([C:10]2[CH:15]=[C:14]([C:16]3[C:21]([CH2:22][CH3:23])=[CH:20][CH:19]=[CH:18][C:17]=3[CH2:24][CH3:25])[N:13]=[C:12]([CH3:26])[C:11]=2[CH2:27][N:42]([CH3:1])[C@@H:41]2[C:36]3[C:31](=[CH:32][CH:33]=[CH:34][CH:35]=3)[CH2:30][CH2:29][CH2:40]2)[CH2:9][CH2:8][CH2:7]1, predict the reactants needed to synthesize it. The reactants are: [CH3:1]S(Cl)(=O)=O.[N:6]1([C:10]2[CH:15]=[C:14]([C:16]3[C:21]([CH2:22][CH3:23])=[CH:20][CH:19]=[CH:18][C:17]=3[CH2:24][CH3:25])[N:13]=[C:12]([CH3:26])[C:11]=2[CH2:27]O)[CH2:9][CH2:8][CH2:7]1.[CH3:29][CH2:30][CH2:31][CH2:32][CH2:33][CH3:34].[CH3:35][CH2:36]OCC.[CH3:40][C:41]#[N:42]. (8) Given the product [CH2:1]([N:3]([C:4]1[C:9]2[CH:10]=[CH:11][O:12][C:8]=2[CH:7]=[CH:6][N:5]=1)[C:22](=[O:23])[O:24][C:25]([CH3:28])([CH3:27])[CH3:26])[CH3:2], predict the reactants needed to synthesize it. The reactants are: [CH2:1]([NH:3][C:4]1[C:9]2[CH:10]=[CH:11][O:12][C:8]=2[CH:7]=[CH:6][N:5]=1)[CH3:2].CCN(C(C)C)C(C)C.[C:22](O[C:22]([O:24][C:25]([CH3:28])([CH3:27])[CH3:26])=[O:23])([O:24][C:25]([CH3:28])([CH3:27])[CH3:26])=[O:23].C(=O)(O)[O-].[Na+].